From a dataset of NCI-60 drug combinations with 297,098 pairs across 59 cell lines. Regression. Given two drug SMILES strings and cell line genomic features, predict the synergy score measuring deviation from expected non-interaction effect. (1) Drug 1: CC(C1=C(C=CC(=C1Cl)F)Cl)OC2=C(N=CC(=C2)C3=CN(N=C3)C4CCNCC4)N. Drug 2: C1=CC(=CC=C1CCC2=CNC3=C2C(=O)NC(=N3)N)C(=O)NC(CCC(=O)O)C(=O)O. Cell line: UO-31. Synergy scores: CSS=24.3, Synergy_ZIP=-4.72, Synergy_Bliss=-3.02, Synergy_Loewe=-5.77, Synergy_HSA=-1.34. (2) Drug 1: C1CCN(CC1)CCOC2=CC=C(C=C2)C(=O)C3=C(SC4=C3C=CC(=C4)O)C5=CC=C(C=C5)O. Drug 2: CC1CCC2CC(C(=CC=CC=CC(CC(C(=O)C(C(C(=CC(C(=O)CC(OC(=O)C3CCCCN3C(=O)C(=O)C1(O2)O)C(C)CC4CCC(C(C4)OC)OCCO)C)C)O)OC)C)C)C)OC. Cell line: RPMI-8226. Synergy scores: CSS=15.5, Synergy_ZIP=8.75, Synergy_Bliss=12.7, Synergy_Loewe=-26.6, Synergy_HSA=0.0718. (3) Drug 1: C1CCC(C1)C(CC#N)N2C=C(C=N2)C3=C4C=CNC4=NC=N3. Drug 2: CC1=C2C(C(=O)C3(C(CC4C(C3C(C(C2(C)C)(CC1OC(=O)C(C(C5=CC=CC=C5)NC(=O)OC(C)(C)C)O)O)OC(=O)C6=CC=CC=C6)(CO4)OC(=O)C)OC)C)OC. Cell line: A498. Synergy scores: CSS=27.5, Synergy_ZIP=1.56, Synergy_Bliss=-2.64, Synergy_Loewe=-20.6, Synergy_HSA=-2.70.